This data is from Catalyst prediction with 721,799 reactions and 888 catalyst types from USPTO. The task is: Predict which catalyst facilitates the given reaction. (1) Reactant: [NH2:1][C:2]1[CH:7]=[N:6][C:5]([Br:8])=[CH:4][N:3]=1.[CH3:9][C:10]1[C:15]([C:16](O)=[O:17])=[CH:14][N:13]=[CH:12][CH:11]=1.C(Cl)CCl. Product: [Br:8][C:5]1[N:6]=[CH:7][C:2]([NH:1][C:16](=[O:17])[C:15]2[C:10]([CH3:9])=[CH:11][CH:12]=[N:13][CH:14]=2)=[N:3][CH:4]=1. The catalyst class is: 79. (2) Reactant: [N+](C1C=CC(COC([NH:12][CH:13]2[CH2:16][N:15]([C:17]([C:19]3[N:20]=[C:21]([N:24]4[CH2:27][CH:26]([S:28][C:29]5[C@H:30]([CH3:53])[C@@H:31]6[C@@H:48]([C@H:49]([OH:51])[CH3:50])[C:47](=[O:52])[N:32]6[C:33]=5[C:34]([O:36]CC5C=CC([N+]([O-])=O)=CC=5)=[O:35])[CH2:25]4)[O:22][CH:23]=3)=[O:18])[CH2:14]2)=O)=CC=1)([O-])=O. Product: [NH2:12][CH:13]1[CH2:14][N:15]([C:17]([C:19]2[N:20]=[C:21]([N:24]3[CH2:27][CH:26]([S:28][C:29]4[C@H:30]([CH3:53])[C@@H:31]5[C@@H:48]([C@H:49]([OH:51])[CH3:50])[C:47](=[O:52])[N:32]5[C:33]=4[C:34]([OH:36])=[O:35])[CH2:25]3)[O:22][CH:23]=2)=[O:18])[CH2:16]1. The catalyst class is: 7. (3) Reactant: C(O[C:5](=[O:7])[CH3:6])(=O)C.Cl.[NH2:9][CH2:10][C:11]([C:13]1[CH:18]=[CH:17][C:16]([Cl:19])=[CH:15][CH:14]=1)=[O:12].C([O-])(=O)C.[Na+]. Product: [Cl:19][C:16]1[CH:15]=[CH:14][C:13]([C:11](=[O:12])[CH2:10][NH:9][C:5](=[O:7])[CH3:6])=[CH:18][CH:17]=1. The catalyst class is: 223. (4) Reactant: [Si:1](=[O:3])=[O:2].[CH3:4][CH:5]([C:7]([O:9][CH2:10][C@H:11]1[O:15][C@:14]([O:21][C@H:22]2[O:27][C@H:26]([CH2:28][O:29][C:30]([CH3:32])=[O:31])[C@@H:25]([O:33][C:34]([CH:36]([CH3:38])[CH3:37])=[O:35])[C@H:24]([O:39][C:40]([CH:42]([CH3:44])[CH3:43])=[O:41])[C@H:23]2[O:45][C:46]([CH:48]([CH3:50])[CH3:49])=[O:47])([CH2:16][O:17][C:18]([CH3:20])=[O:19])[C@@H:13]([O:51][C:52]([CH:54]([CH3:56])[CH3:55])=[O:53])[C@@H:12]1[O:57][C:58]([CH:60]([CH3:62])[CH3:61])=[O:59])=[O:8])[CH3:6]. Product: [CH3:6][CH:5]([C:7]([O:9][CH2:10][C@H:11]1[O:15][C@:14]([O:21][C@H:22]2[O:27][C@H:26]([CH2:28][O:29][C:30]([CH3:32])=[O:31])[C@@H:25]([O:33][C:34]([CH:36]([CH3:37])[CH3:38])=[O:35])[C@H:24]([O:39][C:40]([CH:42]([CH3:43])[CH3:44])=[O:41])[C@H:23]2[O:45][C:46]([CH:48]([CH3:49])[CH3:50])=[O:47])([CH2:16][O:17][C:18]([CH3:20])=[O:19])[C@@H:13]([O:51][C:52]([CH:54]([CH3:56])[CH3:55])=[O:53])[C@@H:12]1[O:57][C:58]([CH:60]([CH3:62])[CH3:61])=[O:59])=[O:8])[CH3:4].[Si:1](=[O:3])=[O:2]. The catalyst class is: 8. (5) Reactant: [Cl:1][C:2]1[CH:7]=[C:6]([F:8])[CH:5]=[CH:4][C:3]=1[CH2:9][NH2:10].[CH3:11][CH:12]([C:14]1[C:18]([CH2:19][C:20](O)=[O:21])=[C:17]([CH:23]([CH3:25])[CH3:24])[O:16][N:15]=1)[CH3:13].CCN=C=NCCCN(C)C.Cl.ON1C2C=CC=CC=2N=N1.C(N1CCOCC1)C. The catalyst class is: 4. Product: [CH3:13][CH:12]([C:14]1[C:18]([CH2:19][C:20]([NH:10][CH2:9][C:3]2[CH:4]=[CH:5][C:6]([F:8])=[CH:7][C:2]=2[Cl:1])=[O:21])=[C:17]([CH:23]([CH3:25])[CH3:24])[O:16][N:15]=1)[CH3:11].